Dataset: Reaction yield outcomes from USPTO patents with 853,638 reactions. Task: Predict the reaction yield, written as a fraction of the theoretical maximum amount of product (1.0 means a 100% yield; for example, 0.34 means a 34% yield). (1) The reactants are [CH2:1]([O:8][C:9]([N:11]1[CH2:16][C:15](=[O:17])[N:14]2[CH2:18][C@H:19]([C:22](O)=[O:23])[CH2:20][CH2:21][C@H:13]2[CH2:12]1)=[O:10])[C:2]1[CH:7]=[CH:6][CH:5]=[CH:4][CH:3]=1.Cl.[Cl:26][C:27]1[C:28]([CH2:33][NH2:34])=[N:29][CH:30]=[CH:31][N:32]=1.CN(C(ON1N=NC2C=CC=NC1=2)=[N+](C)C)C.F[P-](F)(F)(F)(F)F.O. The catalyst is CN(C=O)C. The product is [Cl:26][C:27]1[C:28]([CH2:33][NH:34][C:22]([C@H:19]2[CH2:18][N:14]3[C:15](=[O:17])[CH2:16][N:11]([C:9]([O:8][CH2:1][C:2]4[CH:3]=[CH:4][CH:5]=[CH:6][CH:7]=4)=[O:10])[CH2:12][C@@H:13]3[CH2:21][CH2:20]2)=[O:23])=[N:29][CH:30]=[CH:31][N:32]=1. The yield is 0.458. (2) The reactants are [Cl:1][C:2]1[N:7]=[C:6]([C:8]2[S:12][C:11]([N:13]3[CH2:18][CH2:17][O:16][CH2:15][CH2:14]3)=[N:10][C:9]=2[C:19]2[C:20]([F:32])=[C:21]([NH:25]C(=O)OCC=C)[CH:22]=[CH:23][CH:24]=2)[CH:5]=[CH:4][N:3]=1.CC(O)=O.C([SnH](CCCC)CCCC)CCC. The catalyst is C(Cl)Cl.Cl[Pd](Cl)([P](C1C=CC=CC=1)(C1C=CC=CC=1)C1C=CC=CC=1)[P](C1C=CC=CC=1)(C1C=CC=CC=1)C1C=CC=CC=1. The product is [Cl:1][C:2]1[N:7]=[C:6]([C:8]2[S:12][C:11]([N:13]3[CH2:14][CH2:15][O:16][CH2:17][CH2:18]3)=[N:10][C:9]=2[C:19]2[C:20]([F:32])=[C:21]([CH:22]=[CH:23][CH:24]=2)[NH2:25])[CH:5]=[CH:4][N:3]=1. The yield is 0.916.